Dataset: Catalyst prediction with 721,799 reactions and 888 catalyst types from USPTO. Task: Predict which catalyst facilitates the given reaction. (1) Reactant: Cl.[N:2]1[CH:7]=[CH:6][CH:5]=[C:4]([NH2:8])[N:3]=1.[CH3:9][C:10]([O:13][C:14](O[C:14]([O:13][C:10]([CH3:12])([CH3:11])[CH3:9])=[O:15])=[O:15])([CH3:12])[CH3:11].O. Product: [N:2]1[CH:7]=[CH:6][CH:5]=[C:4]([NH:8][C:14](=[O:15])[O:13][C:10]([CH3:12])([CH3:11])[CH3:9])[N:3]=1. The catalyst class is: 79. (2) Reactant: [CH3:1][O:2][C:3]1[CH:8]=[C:7]([C:9]([F:12])([F:11])[F:10])[N:6]=[N:5][C:4]=1[NH:13][CH:14]1[CH2:19][CH2:18][N:17](C(O)=O)[CH2:16][CH2:15]1.C(OC(N1CCC(NC2N=NC(C(F)(F)F)=CC=2OC)CC1)=O)(C)(C)C. Product: [CH3:1][O:2][C:3]1[CH:8]=[C:7]([C:9]([F:12])([F:10])[F:11])[N:6]=[N:5][C:4]=1[NH:13][CH:14]1[CH2:19][CH2:18][NH:17][CH2:16][CH2:15]1. The catalyst class is: 5. (3) Reactant: [N+:1]([C:4]1[CH:9]=[CH:8][C:7]([C:10]2[NH:11][CH:12]=[CH:13][N:14]=2)=[CH:6][CH:5]=1)([O-:3])=[O:2].Br[CH2:16][CH2:17][C:18]1[CH:23]=[CH:22][CH:21]=[CH:20][CH:19]=1.C(=O)([O-])[O-].[K+].[K+]. Product: [N+:1]([C:4]1[CH:5]=[CH:6][C:7]([C:10]2[N:14]([CH2:16][CH2:17][C:18]3[CH:23]=[CH:22][CH:21]=[CH:20][CH:19]=3)[CH:13]=[CH:12][N:11]=2)=[CH:8][CH:9]=1)([O-:3])=[O:2]. The catalyst class is: 9.